This data is from Full USPTO retrosynthesis dataset with 1.9M reactions from patents (1976-2016). The task is: Predict the reactants needed to synthesize the given product. (1) Given the product [CH:28]1([C:19]([OH:20])([C:21]2[CH:26]=[CH:25][CH:24]=[CH:23][N:22]=2)[C:9]2[C:10]3[NH:14][C:13](=[O:15])[NH:12][C:11]=3[CH:18]=[C:7]([C:6]3[C:2]([CH3:1])=[N:3][O:4][C:5]=3[CH3:27])[CH:8]=2)[CH2:32][CH2:31][CH2:30][CH2:29]1, predict the reactants needed to synthesize it. The reactants are: [CH3:1][C:2]1[C:6]([C:7]2[CH:8]=[C:9]([C:19]([C:21]3[CH:26]=[CH:25][CH:24]=[CH:23][N:22]=3)=[O:20])[C:10]3[N:14]=[C:13]([O:15]CC)[NH:12][C:11]=3[CH:18]=2)=[C:5]([CH3:27])[O:4][N:3]=1.[CH:28]1([Mg]Cl)[CH2:32][CH2:31][CH2:30][CH2:29]1. (2) Given the product [F:1][C:2]([F:8])([F:7])[S:3]([O-:6])(=[O:5])=[O:4].[CH3:31][C:32]1([CH3:44])[CH2:37][O:36][C:35]2([CH2:42][CH2:41][CH2:40][CH2:39][CH:38]2[S:3]([C:2]2[CH:27]=[CH:28][C:23]([S+:16]([C:17]3[CH:22]=[CH:21][CH:20]=[CH:19][CH:18]=3)[C:13]3[CH:12]=[CH:11][CH:10]=[CH:15][CH:14]=3)=[CH:24][CH:25]=2)(=[O:6])=[O:4])[O:34][CH2:33]1, predict the reactants needed to synthesize it. The reactants are: [F:1][C:2]([F:8])([F:7])[S:3]([O-:6])(=[O:5])=[O:4].F[C:10]1[CH:15]=[CH:14][C:13]([S+:16]([C:23]2[CH:28]=[CH:27]C=[CH:25][CH:24]=2)[C:17]2[CH:22]=[CH:21][CH:20]=[CH:19][CH:18]=2)=[CH:12][CH:11]=1.[OH-].[Na+].[CH3:31][C:32]1([CH3:44])[CH2:37][O:36][C:35]2([CH2:42][CH2:41][CH2:40][CH2:39][CH:38]2S)[O:34][CH2:33]1. (3) Given the product [I:1][C:2]1[CH:8]2[CH2:9][C:5]([CH3:18])([C:6](=[O:17])[N:7]2[C:10]([O:12][C:13]([CH3:15])([CH3:14])[CH3:16])=[O:11])[CH2:4][CH:3]=1, predict the reactants needed to synthesize it. The reactants are: [I:1][CH:2]1[CH:8]2[CH2:9][C:5]([CH3:18])([C:6](=[O:17])[N:7]2[C:10]([O:12][C:13]([CH3:16])([CH3:15])[CH3:14])=[O:11])[CH2:4][CH2:3]1.N12CCCN=C1CCCCC2.